This data is from Reaction yield outcomes from USPTO patents with 853,638 reactions. The task is: Predict the reaction yield, written as a fraction of the theoretical maximum amount of product (1.0 means a 100% yield; for example, 0.34 means a 34% yield). (1) The reactants are [OH:1][CH:2]1[CH2:7][CH2:6][N:5]([C:8]([O:10][C:11]([CH3:14])([CH3:13])[CH3:12])=[O:9])[CH2:4][CH2:3]1.[CH2:15]([O:22][C:23]1[CH:28]=[CH:27][C:26](O)=[CH:25][CH:24]=1)[C:16]1[CH:21]=[CH:20][CH:19]=[CH:18][CH:17]=1.C1(P(C2C=CC=CC=2)C2C=CC=CC=2)C=CC=CC=1. The catalyst is O1CCCC1. The product is [CH2:15]([O:22][C:23]1[CH:28]=[CH:27][C:26]([O:1][CH:2]2[CH2:3][CH2:4][N:5]([C:8]([O:10][C:11]([CH3:14])([CH3:13])[CH3:12])=[O:9])[CH2:6][CH2:7]2)=[CH:25][CH:24]=1)[C:16]1[CH:21]=[CH:20][CH:19]=[CH:18][CH:17]=1. The yield is 0.700. (2) The reactants are [OH-].[Li+].[Cl:3][C:4]1[N:5]=[C:6]([C:11]([NH:13][CH:14]2[CH2:17][N:16]([C:18]3[S:19][C:20]([C:26]([O:28]CC)=[O:27])=[C:21]([CH:23]([CH3:25])[CH3:24])[N:22]=3)[CH2:15]2)=[O:12])[NH:7][C:8]=1[CH2:9][CH3:10].O. The catalyst is CO.C1COCC1. The product is [Cl:3][C:4]1[N:5]=[C:6]([C:11]([NH:13][CH:14]2[CH2:17][N:16]([C:18]3[S:19][C:20]([C:26]([OH:28])=[O:27])=[C:21]([CH:23]([CH3:24])[CH3:25])[N:22]=3)[CH2:15]2)=[O:12])[NH:7][C:8]=1[CH2:9][CH3:10]. The yield is 0.790. (3) The reactants are [Cl-].[Al+3].[Cl-].[Cl-].[C:5]1([CH3:14])[CH:10]=[CH:9][C:8]([C:11](Cl)=[O:12])=[CH:7][CH:6]=1.[C:15]1([S:21]([N:24]2[CH:28]=[CH:27][CH:26]=[CH:25]2)(=[O:23])=[O:22])[CH:20]=[CH:19][CH:18]=[CH:17][CH:16]=1. The catalyst is ClC(Cl)C. The product is [C:15]1([S:21]([N:24]2[CH:25]=[CH:26][CH:27]=[C:28]2[C:11]([C:8]2[CH:9]=[CH:10][C:5]([CH3:14])=[CH:6][CH:7]=2)=[O:12])(=[O:23])=[O:22])[CH:16]=[CH:17][CH:18]=[CH:19][CH:20]=1. The yield is 1.00.